This data is from Peptide-MHC class I binding affinity with 185,985 pairs from IEDB/IMGT. The task is: Regression. Given a peptide amino acid sequence and an MHC pseudo amino acid sequence, predict their binding affinity value. This is MHC class I binding data. (1) The peptide sequence is ESSKNQTWQI. The MHC is HLA-B57:01 with pseudo-sequence HLA-B57:01. The binding affinity (normalized) is 0.0716. (2) The peptide sequence is WEILKFLIT. The MHC is HLA-B45:01 with pseudo-sequence HLA-B45:01. The binding affinity (normalized) is 0.213. (3) The peptide sequence is ITYSFHSI. The MHC is H-2-Db with pseudo-sequence H-2-Db. The binding affinity (normalized) is 0.250.